Dataset: Reaction yield outcomes from USPTO patents with 853,638 reactions. Task: Predict the reaction yield, written as a fraction of the theoretical maximum amount of product (1.0 means a 100% yield; for example, 0.34 means a 34% yield). (1) The reactants are [C:1](OC(=O)C)(=[O:3])C.[F:8][C:9]1[CH:30]=[CH:29][CH:28]=[CH:27][C:10]=1[CH:11]=[C:12]1[C:17](=[O:18])[C:16](=[CH:19][C:20]2[CH:25]=[CH:24][CH:23]=[CH:22][C:21]=2[F:26])[CH2:15][NH:14][CH2:13]1. The catalyst is C(O)=O. The product is [CH:1]([N:14]1[CH2:13][C:12](=[CH:11][C:10]2[CH:27]=[CH:28][CH:29]=[CH:30][C:9]=2[F:8])[C:17](=[O:18])[C:16](=[CH:19][C:20]2[CH:25]=[CH:24][CH:23]=[CH:22][C:21]=2[F:26])[CH2:15]1)=[O:3]. The yield is 0.450. (2) The reactants are [F:1][C:2]1[CH:3]=[C:4]2[C:8](=[CH:9][CH:10]=1)[NH:7][C:6](=[O:11])[C:5]2=[N:12][N:13]=[CH:14][C:15]1[NH:19][C:18]([CH3:20])=[C:17]([C:21](O)=[O:22])[C:16]=1[CH3:24].Cl.C(N=C=NCCCN(C)C)C.OC1C2N=NNC=2C=CC=1.C(N(CC)CC)C.Cl.[CH3:55][O:56][C:57](=[O:63])[CH2:58][CH2:59][CH2:60][CH2:61][NH2:62]. The catalyst is [Cl-].[Na+].O.CN(C=O)C. The product is [CH3:55][O:56][C:57](=[O:63])[CH2:58][CH2:59][CH2:60][CH2:61][NH:62][C:21]([C:17]1[C:16]([CH3:24])=[C:15]([CH:14]=[N:13][N:12]=[C:5]2[C:4]3[C:8](=[CH:9][CH:10]=[C:2]([F:1])[CH:3]=3)[NH:7][C:6]2=[O:11])[NH:19][C:18]=1[CH3:20])=[O:22]. The yield is 0.680. (3) The reactants are [CH3:1][C:2]1[CH:3]=[CH:4][CH:5]=[CH:6][C:7]=1[NH2:8].CCN(CC)CC.[CH3:16][C:17]([CH3:22])([CH3:21])[C:18](Cl)=[O:19]. The catalyst is C(Cl)Cl. The product is [C:2]1([CH3:1])[CH:3]=[CH:4][CH:5]=[CH:6][C:7]=1[NH:8][C:18](=[O:19])[C:17]([CH3:22])([CH3:21])[CH3:16]. The yield is 0.910. (4) The reactants are Br[C:2]1[CH:7]=[C:6]([N+:8]([O-:10])=[O:9])[C:5]([NH:11][C:12](=[O:14])[CH3:13])=[C:4]([O:15][CH3:16])[CH:3]=1.[NH:17]1[CH2:22][CH2:21][O:20][CH2:19][CH2:18]1.C1C=CC(P(C2C(C3C(P(C4C=CC=CC=4)C4C=CC=CC=4)=CC=C4C=3C=CC=C4)=C3C(C=CC=C3)=CC=2)C2C=CC=CC=2)=CC=1.CC([O-])(C)C.[K+]. The catalyst is O1CCOCC1. The product is [CH3:16][O:15][C:4]1[CH:3]=[C:2]([N:17]2[CH2:22][CH2:21][O:20][CH2:19][CH2:18]2)[CH:7]=[C:6]([N+:8]([O-:10])=[O:9])[C:5]=1[NH:11][C:12](=[O:14])[CH3:13]. The yield is 0.350. (5) The reactants are Br[C:2]1[CH:7]=[C:6]([C:8]2[N:13]=[CH:12][CH:11]=[CH:10][N:9]=2)[C:5]([NH2:14])=[C:4]([N+:15]([O-:17])=[O:16])[CH:3]=1.[B:18]1([B:18]2[O:22][C:21]([CH3:24])([CH3:23])[C:20]([CH3:26])([CH3:25])[O:19]2)[O:22][C:21]([CH3:24])([CH3:23])[C:20]([CH3:26])([CH3:25])[O:19]1.CC([O-])=O.[K+]. The catalyst is O1CCOCC1. The product is [N+:15]([C:4]1[CH:3]=[C:2]([B:18]2[O:22][C:21]([CH3:24])([CH3:23])[C:20]([CH3:26])([CH3:25])[O:19]2)[CH:7]=[C:6]([C:8]2[N:13]=[CH:12][CH:11]=[CH:10][N:9]=2)[C:5]=1[NH2:14])([O-:17])=[O:16]. The yield is 0.980. (6) The reactants are [CH3:1][O:2][CH:3]1[CH2:6][N:5]([C:7]2[CH:8]=[CH:9][C:10]([NH2:13])=[N:11][CH:12]=2)[CH2:4]1.Br[C:15]1[C:16](=[O:23])[N:17]([CH3:22])[CH:18]=[C:19]([Br:21])[CH:20]=1.CC1(C)C2C(=C(P(C3C=CC=CC=3)C3C=CC=CC=3)C=CC=2)OC2C(P(C3C=CC=CC=3)C3C=CC=CC=3)=CC=CC1=2.C([O-])([O-])=O.[Cs+].[Cs+]. The catalyst is C1C=CC(/C=C/C(/C=C/C2C=CC=CC=2)=O)=CC=1.C1C=CC(/C=C/C(/C=C/C2C=CC=CC=2)=O)=CC=1.C1C=CC(/C=C/C(/C=C/C2C=CC=CC=2)=O)=CC=1.[Pd].[Pd].O1CCOCC1. The product is [Br:21][C:19]1[CH:20]=[C:15]([NH:13][C:10]2[CH:9]=[CH:8][C:7]([N:5]3[CH2:6][CH:3]([O:2][CH3:1])[CH2:4]3)=[CH:12][N:11]=2)[C:16](=[O:23])[N:17]([CH3:22])[CH:18]=1. The yield is 0.470.